From a dataset of Reaction yield outcomes from USPTO patents with 853,638 reactions. Predict the reaction yield, written as a fraction of the theoretical maximum amount of product (1.0 means a 100% yield; for example, 0.34 means a 34% yield). (1) The reactants are [OH:1][C:2]1[CH:3]=[N:4][C:5]2[N:6]([N:8]=[C:9]([C:21]3[CH:26]=[CH:25][CH:24]=[CH:23][CH:22]=3)[C:10]=2[CH2:11][N:12]2[CH2:16][CH:15]([CH2:17][CH2:18][CH3:19])[CH2:14][C:13]2=[O:20])[CH:7]=1.IC.[C:29]([O-])([O-])=O.[K+].[K+]. The catalyst is CC(C)=O. The product is [CH3:29][O:1][C:2]1[CH:3]=[N:4][C:5]2[N:6]([N:8]=[C:9]([C:21]3[CH:22]=[CH:23][CH:24]=[CH:25][CH:26]=3)[C:10]=2[CH2:11][N:12]2[CH2:16][CH:15]([CH2:17][CH2:18][CH3:19])[CH2:14][C:13]2=[O:20])[CH:7]=1. The yield is 0.300. (2) The reactants are [CH3:1][CH:2]1[C:11](=O)[N:10]2[CH:13]3[CH2:18][CH2:17][N:16]([C:19]([O:21][CH2:22][CH3:23])=[O:20])[CH2:15][CH:14]3[C:8]3[C:9]2=[C:4]([CH:5]=[CH:6][CH:7]=3)[N:3]1[C:24]([O:26][CH2:27][CH3:28])=[O:25].Cl. The catalyst is C1COCC1.O. The product is [CH3:1][CH:2]1[CH2:11][N:10]2[CH:13]3[CH2:18][CH2:17][N:16]([C:19]([O:21][CH2:22][CH3:23])=[O:20])[CH2:15][CH:14]3[C:8]3[C:9]2=[C:4]([CH:5]=[CH:6][CH:7]=3)[N:3]1[C:24]([O:26][CH2:27][CH3:28])=[O:25]. The yield is 0.690. (3) The reactants are [CH3:1][O:2][CH2:3][O:4][CH2:5][C:6]1([CH2:20][O:21][CH2:22][O:23][CH3:24])[C:11](=[O:12])[CH2:10][CH2:9][N:8]([C:13]([O:15][C:16]([CH3:19])([CH3:18])[CH3:17])=[O:14])[CH2:7]1.C[Si]([N-][Si](C)(C)C)(C)C.[Na+].[F:35][C:36]([F:55])([F:54])[S:37](N(C1C=CC=CC=1)[S:37]([C:36]([F:55])([F:54])[F:35])(=[O:39])=[O:38])(=[O:39])=[O:38]. The catalyst is O1CCCC1. The product is [CH3:1][O:2][CH2:3][O:4][CH2:5][C:6]1([CH2:20][O:21][CH2:22][O:23][CH3:24])[CH2:7][N:8]([C:13]([O:15][C:16]([CH3:19])([CH3:18])[CH3:17])=[O:14])[CH2:9][CH:10]=[C:11]1[O:12][S:37]([C:36]([F:55])([F:54])[F:35])(=[O:39])=[O:38]. The yield is 0.660. (4) The reactants are [Cl:1][C:2]1[CH:7]=[CH:6][CH:5]=[CH:4][C:3]=1[C:8]1[C:9]([C:22]2[CH:27]=[CH:26][C:25]([Cl:28])=[CH:24][CH:23]=2)=[CH:10][C:11]2[N:12]([C:14]([C:17](OCC)=[O:18])=[N:15][N:16]=2)[N:13]=1.[F:29][C:30]([F:40])([F:39])[C:31]1[CH:36]=[CH:35][C:34]([CH2:37][NH2:38])=[CH:33][CH:32]=1. The catalyst is CO. The product is [Cl:1][C:2]1[CH:7]=[CH:6][CH:5]=[CH:4][C:3]=1[C:8]1[C:9]([C:22]2[CH:27]=[CH:26][C:25]([Cl:28])=[CH:24][CH:23]=2)=[CH:10][C:11]2[N:12]([C:14]([C:17]([NH:38][CH2:37][C:34]3[CH:33]=[CH:32][C:31]([C:30]([F:29])([F:39])[F:40])=[CH:36][CH:35]=3)=[O:18])=[N:15][N:16]=2)[N:13]=1. The yield is 0.410. (5) The catalyst is C1(C)C=CC=CC=1.C(O)C.C1C=CC([P]([Pd]([P](C2C=CC=CC=2)(C2C=CC=CC=2)C2C=CC=CC=2)([P](C2C=CC=CC=2)(C2C=CC=CC=2)C2C=CC=CC=2)[P](C2C=CC=CC=2)(C2C=CC=CC=2)C2C=CC=CC=2)(C2C=CC=CC=2)C2C=CC=CC=2)=CC=1. The product is [C:8]([C:5]1[N:6]=[CH:7][C:2]([C:19]2[CH:24]=[N:23][C:22]([C:25]#[N:26])=[CH:21][CH:20]=2)=[CH:3][CH:4]=1)(=[O:10])[CH3:9]. The reactants are Br[C:2]1[CH:3]=[CH:4][C:5]([C:8](=[O:10])[CH3:9])=[N:6][CH:7]=1.CC1(C)C(C)(C)OB([C:19]2[CH:20]=[CH:21][C:22]([C:25]#[N:26])=[N:23][CH:24]=2)O1.C([O-])([O-])=O.[Na+].[Na+]. The yield is 0.800. (6) The product is [CH3:1][O:2][C:3]1[N:8]=[C:7]2[CH:9]=[CH:10][N:11]([C:17]([O:16][C:13]([CH3:15])([CH3:14])[CH3:12])=[O:18])[C:6]2=[CH:5][CH:4]=1. The catalyst is ClCCl.CN(C1C=CN=CC=1)C. The yield is 0.560. The reactants are [CH3:1][O:2][C:3]1[N:8]=[C:7]2[CH:9]=[CH:10][NH:11][C:6]2=[CH:5][CH:4]=1.[CH3:12][C:13]([O:16][C:17](O[C:17]([O:16][C:13]([CH3:15])([CH3:14])[CH3:12])=[O:18])=[O:18])([CH3:15])[CH3:14].CCN(CC)CC.